Dataset: Forward reaction prediction with 1.9M reactions from USPTO patents (1976-2016). Task: Predict the product of the given reaction. (1) Given the reactants [C:1]([CH2:3][C:4]([NH:6][C:7]([NH:9][CH2:10][CH2:11][CH2:12][CH2:13][CH3:14])=[O:8])=[O:5])#[N:2].CCO.[OH-].[Na+].Cl, predict the reaction product. The product is: [NH2:2][C:1]1[N:9]([CH2:10][CH2:11][CH2:12][CH2:13][CH3:14])[C:7](=[O:8])[NH:6][C:4](=[O:5])[CH:3]=1. (2) Given the reactants FC(F)(F)S(O[C:7]1[C:8]([C:18](=[O:20])[CH3:19])=[CH:9][C:10]([Cl:17])=[C:11]2[C:16]=1[N:15]=[CH:14][CH:13]=[CH:12]2)(=O)=O.[CH2:23]1[CH:28]([CH2:29][CH2:30][OH:31])[CH2:27][CH2:26][NH:25][CH2:24]1.C(=O)([O-])[O-].[Cs+].[Cs+], predict the reaction product. The product is: [Cl:17][C:10]1[CH:9]=[C:8]([C:18](=[O:20])[CH3:19])[C:7]([N:25]2[CH2:26][CH2:27][CH:28]([CH2:29][CH2:30][OH:31])[CH2:23][CH2:24]2)=[C:16]2[C:11]=1[CH:12]=[CH:13][CH:14]=[N:15]2. (3) Given the reactants [OH:1][C:2]1[CH:7]=[C:6]([Cl:8])[N:5]=[N:4][C:3]=1Cl.[CH:10]1([C:13]2[CH:18]=[CH:17][CH:16]=[C:15]([CH3:19])[C:14]=2[OH:20])[CH2:12][CH2:11]1.C1(C)C(C#N)=CC=CC=1.[OH-].[K+].Cl, predict the reaction product. The product is: [Cl:8][C:6]1[N:5]=[N:4][C:3]([O:20][C:14]2[C:15]([CH3:19])=[CH:16][CH:17]=[CH:18][C:13]=2[CH:10]2[CH2:11][CH2:12]2)=[C:2]([OH:1])[CH:7]=1. (4) The product is: [CH2:38]([O:37][C:35]([CH:34]1[CH2:29][C:17]1([C@@H:11]1[C@:12]2([CH3:16])[C@H:8]([C@@H:7]([O:6][Si:5]([C:1]([CH3:2])([CH3:4])[CH3:3])([CH3:31])[CH3:30])[CH2:15][CH2:14][CH2:13]2)[CH2:9][CH2:10]1)[CH2:18][CH2:19][CH2:20][C:21]([CH3:28])([O:23][Si:24]([CH3:27])([CH3:26])[CH3:25])[CH3:22])=[O:36])[CH3:39]. Given the reactants [C:1]([Si:5]([CH3:31])([CH3:30])[O:6][C@H:7]1[CH2:15][CH2:14][CH2:13][C@@:12]2([CH3:16])[C@H:8]1[CH2:9][CH2:10][C@@H:11]2[C:17](=[CH2:29])[CH2:18][CH2:19][CH2:20][C:21]([CH3:28])([O:23][Si:24]([CH3:27])([CH3:26])[CH3:25])[CH3:22])([CH3:4])([CH3:3])[CH3:2].[N+](=[CH:34][C:35]([O:37][CH2:38][CH3:39])=[O:36])=[N-], predict the reaction product. (5) Given the reactants [C:1]([O:5][C:6]([N:8]1[CH2:13][CH2:12][N:11]([C:14]2[CH:19]=[CH:18][C:17]([C:20]3[O:24][CH:23]=[N:22][C:21]=3[C:25]([OH:27])=O)=[CH:16][CH:15]=2)[CH2:10][C:9]1([CH3:29])[CH3:28])=[O:7])([CH3:4])([CH3:3])[CH3:2].[CH3:30][O:31][C:32]1[CH:39]=[C:38]([O:40][CH3:41])[CH:37]=[CH:36][C:33]=1[CH2:34][NH2:35].CN(C(ON1N=NC2C=CC=NC1=2)=[N+](C)C)C.F[P-](F)(F)(F)(F)F, predict the reaction product. The product is: [C:1]([O:5][C:6]([N:8]1[CH2:13][CH2:12][N:11]([C:14]2[CH:15]=[CH:16][C:17]([C:20]3[O:24][CH:23]=[N:22][C:21]=3[C:25](=[O:27])[NH:35][CH2:34][C:33]3[CH:36]=[CH:37][C:38]([O:40][CH3:41])=[CH:39][C:32]=3[O:31][CH3:30])=[CH:18][CH:19]=2)[CH2:10][C:9]1([CH3:29])[CH3:28])=[O:7])([CH3:4])([CH3:3])[CH3:2]. (6) Given the reactants [CH3:1][C:2]([Mg]Br)=[CH:3][CH3:4].[CH2:7]1[C:16]2[C:11](=[CH:12][CH:13]=[CH:14][CH:15]=2)[CH2:10][CH2:9][N:8]1[C:17]1[C:22]([N+:23]([O-])=O)=[CH:21][CH:20]=[CH:19][N:18]=1.[Cl-:26].[NH4+], predict the reaction product. The product is: [ClH:26].[CH2:7]1[C:16]2[C:11](=[CH:12][CH:13]=[CH:14][CH:15]=2)[CH2:10][CH2:9][N:8]1[C:17]1[N:18]=[CH:19][CH:20]=[C:21]2[C:3]([CH3:4])=[C:2]([CH3:1])[NH:23][C:22]=12. (7) Given the reactants Cl.[CH3:2][O:3][C:4]1[CH:9]=[CH:8][CH:7]=[CH:6][C:5]=1[NH:10][NH2:11].[CH3:12][CH:13]([C:17](=O)[CH3:18])[C:14](=O)[CH3:15].O.C(=O)([O-])[O-].[Na+].[Na+], predict the reaction product. The product is: [CH3:2][O:3][C:4]1[CH:9]=[CH:8][CH:7]=[CH:6][C:5]=1[N:10]1[C:17]([CH3:18])=[C:13]([CH3:12])[C:14]([CH3:15])=[N:11]1. (8) The product is: [F:21][C:18]1[CH:17]=[CH:16][C:15]([CH:2]2[CH:3]([C:5]3[CH:10]=[CH:9][CH:8]=[C:7]([C:11]([F:12])([F:13])[F:14])[CH:6]=3)[O:4][C:30](=[O:29])[NH:1]2)=[CH:20][CH:19]=1. Given the reactants [NH2:1][CH:2]([C:15]1[CH:20]=[CH:19][C:18]([F:21])=[CH:17][CH:16]=1)[CH:3]([C:5]1[CH:10]=[CH:9][CH:8]=[C:7]([C:11]([F:14])([F:13])[F:12])[CH:6]=1)[OH:4].C(N(CC)CC)C.[O:29]=[C:30](Cl)OC(Cl)(Cl)Cl, predict the reaction product.